This data is from Full USPTO retrosynthesis dataset with 1.9M reactions from patents (1976-2016). The task is: Predict the reactants needed to synthesize the given product. (1) Given the product [NH2:45][C:41]1[CH:40]=[C:39]([NH:38][C:36]([NH:35][C:31]2[CH:32]=[CH:33][CH:34]=[C:29]([CH2:28][O:27][CH2:26][CH2:25][O:24][CH2:23][CH2:22][CH2:21][CH2:20][CH2:19][CH2:18][N:14]3[CH2:13][C@@H:12]([C:10]4[CH:9]=[CH:8][C:6]5[O:7][C:2]([CH3:1])([CH3:48])[O:3][CH2:4][C:5]=5[CH:11]=4)[O:16][C:15]3=[O:17])[CH:30]=2)=[O:37])[CH:44]=[CH:43][CH:42]=1, predict the reactants needed to synthesize it. The reactants are: [CH3:1][C:2]1([CH3:48])[O:7][C:6]2[CH:8]=[CH:9][C:10]([C@H:12]3[O:16][C:15](=[O:17])[N:14]([CH2:18][CH2:19][CH2:20][CH2:21][CH2:22][CH2:23][O:24][CH2:25][CH2:26][O:27][CH2:28][C:29]4[CH:30]=[C:31]([NH:35][C:36]([NH:38][C:39]5[CH:44]=[CH:43][CH:42]=[C:41]([N+:45]([O-])=O)[CH:40]=5)=[O:37])[CH:32]=[CH:33][CH:34]=4)[CH2:13]3)=[CH:11][C:5]=2[CH2:4][O:3]1. (2) Given the product [CH2:8]([C:9]1[S:13][C:12]([CH:14]=[O:15])=[CH:11][CH:10]=1)[CH2:7][C:1]1[CH:2]=[CH:3][CH:4]=[CH:5][CH:6]=1, predict the reactants needed to synthesize it. The reactants are: [C:1]1([C:7]#[C:8][C:9]2[S:13][C:12]([CH:14]=[O:15])=[CH:11][CH:10]=2)[CH:6]=[CH:5][CH:4]=[CH:3][CH:2]=1.C1(C#CC2C=C(C=O)SC=2)C=CC=CC=1.C(C1C=C(C=O)SC=1)CC1C=CC=CC=1. (3) Given the product [NH:27]([C:20]([N:4]1[CH2:5][CH2:6][N:1]([CH2:7][C:8]([O:10][CH2:11][CH3:12])=[O:9])[CH2:2][CH2:3]1)=[S:21])[NH2:15], predict the reactants needed to synthesize it. The reactants are: [N:1]1([CH2:7][C:8]([O:10][CH2:11][CH3:12])=[O:9])[CH2:6][CH2:5][NH:4][CH2:3][CH2:2]1.C([N:15](CC)CC)C.[C:20]([N:27]1C=CN=C1)(N1C=CN=C1)=[S:21].O.NN.[Cl-].[Na+]. (4) Given the product [CH2:18]([C:17]1[N:4]([O:3][CH3:2])[C:6]2[C:15]3[CH:14]=[CH:13][CH:12]=[CH:11][C:10]=3[N:9]=[CH:8][C:7]=2[N:16]=1)[CH3:19], predict the reactants needed to synthesize it. The reactants are: Cl.[CH3:2][O:3][NH2:4].Cl[C:6]1[C:15]2[C:10](=[CH:11][CH:12]=[CH:13][CH:14]=2)[N:9]=[CH:8][C:7]=1[NH:16][C:17](=O)[CH2:18][CH3:19]. (5) Given the product [Cl:1][C:2]1[N:7]=[C:6]([NH:10][C:11]2[CH:16]=[CH:15][C:14]([CH3:17])=[CH:13][CH:12]=2)[C:5]([F:9])=[CH:4][N:3]=1, predict the reactants needed to synthesize it. The reactants are: [Cl:1][C:2]1[N:7]=[C:6](Cl)[C:5]([F:9])=[CH:4][N:3]=1.[NH2:10][C:11]1[CH:16]=[CH:15][C:14]([CH3:17])=[CH:13][CH:12]=1.C([O-])([O-])=O.[K+].[K+].